Dataset: Forward reaction prediction with 1.9M reactions from USPTO patents (1976-2016). Task: Predict the product of the given reaction. (1) Given the reactants F[C:2]1[CH:7]=[CH:6][C:5]([N+:8]([O-:10])=[O:9])=[C:4]([O:11][CH:12]([CH3:14])[CH3:13])[CH:3]=1.C(=O)([O-])[O-].[K+].[K+].[F:21][C:22]1[CH:30]=[CH:29][C:25]([CH2:26][NH:27][CH3:28])=[CH:24][CH:23]=1.O, predict the reaction product. The product is: [F:21][C:22]1[CH:30]=[CH:29][C:25]([CH2:26][N:27]([C:2]2[CH:7]=[CH:6][C:5]([N+:8]([O-:10])=[O:9])=[C:4]([O:11][CH:12]([CH3:14])[CH3:13])[CH:3]=2)[CH3:28])=[CH:24][CH:23]=1. (2) Given the reactants C(OC(=O)C)(=O)C.[CH:8]([OH:10])=O.[Cl:11][C:12]1[C:24]([Cl:25])=[CH:23][C:22]([Cl:26])=[CH:21][C:13]=1[C:14]([NH:16][CH2:17][CH2:18][NH:19][OH:20])=[O:15], predict the reaction product. The product is: [Cl:11][C:12]1[C:24]([Cl:25])=[CH:23][C:22]([Cl:26])=[CH:21][C:13]=1[C:14]([NH:16][CH2:17][CH2:18][N:19]([CH:8]=[O:10])[OH:20])=[O:15]. (3) Given the reactants ClC(Cl)(Cl)[C:3]([C:5]1[N:14]2[C:8]([CH2:9][N:10]([C:19]([C:21]3[CH:26]=[CH:25][C:24]([C:27]4[CH:32]=[CH:31][CH:30]=[CH:29][C:28]=4[CH3:33])=[C:23]([O:34][CH3:35])[CH:22]=3)=[O:20])[C:11]3[CH:18]=[CH:17][CH:16]=[CH:15][C:12]=3[CH2:13]2)=[CH:7][CH:6]=1)=[O:4].[C:38]1([CH3:47])[CH:43]=[CH:42][C:41]([CH2:44][CH2:45][NH2:46])=[CH:40][CH:39]=1, predict the reaction product. The product is: [CH3:35][O:34][C:23]1[CH:22]=[C:21]([C:19]([N:10]2[C:11]3[CH:18]=[CH:17][CH:16]=[CH:15][C:12]=3[CH2:13][N:14]3[C:5]([C:3]([NH:46][CH2:45][CH2:44][C:41]4[CH:42]=[CH:43][C:38]([CH3:47])=[CH:39][CH:40]=4)=[O:4])=[CH:6][CH:7]=[C:8]3[CH2:9]2)=[O:20])[CH:26]=[CH:25][C:24]=1[C:27]1[CH:32]=[CH:31][CH:30]=[CH:29][C:28]=1[CH3:33].